This data is from Forward reaction prediction with 1.9M reactions from USPTO patents (1976-2016). The task is: Predict the product of the given reaction. (1) Given the reactants [NH:1]1[C:10]2[C:5](=[CH:6][CH:7]=[CH:8][CH:9]=2)[CH2:4][CH2:3][C:2]1=O.CC(C)([O-])C.[K+].P(Cl)(OCC)(OCC)=O.[N+:27]([CH2:29][C:30]([O:32][CH2:33][CH3:34])=[O:31])#[C-:28].C(O)(=O)CC(CC(O)=O)(C(O)=O)O, predict the reaction product. The product is: [CH:28]1[N:1]2[C:10]3[C:5]([CH2:4][CH2:3][C:2]2=[C:29]([C:30]([O:32][CH2:33][CH3:34])=[O:31])[N:27]=1)=[CH:6][CH:7]=[CH:8][CH:9]=3. (2) Given the reactants Cl[CH2:2][C:3]1[CH:8]=[C:7]([C:9]2[N:13]=[C:12]([C:14]3[CH:19]=[CH:18][C:17]([N:20]4[CH2:25][CH2:24][CH2:23][CH2:22][CH:21]4[CH3:26])=[C:16]([C:27]([F:30])([F:29])[F:28])[CH:15]=3)[O:11][N:10]=2)[CH:6]=[CH:5][N:4]=1.Cl.[C:32]([O:36][C:37](=[O:41])[CH2:38][NH:39][CH3:40])([CH3:35])([CH3:34])[CH3:33].C([O-])([O-])=O.[K+].[K+].C(Cl)Cl, predict the reaction product. The product is: [CH3:40][N:39]([CH2:2][C:3]1[CH:8]=[C:7]([C:9]2[N:13]=[C:12]([C:14]3[CH:19]=[CH:18][C:17]([N:20]4[CH2:25][CH2:24][CH2:23][CH2:22][CH:21]4[CH3:26])=[C:16]([C:27]([F:30])([F:29])[F:28])[CH:15]=3)[O:11][N:10]=2)[CH:6]=[CH:5][N:4]=1)[CH2:38][C:37]([O:36][C:32]([CH3:35])([CH3:34])[CH3:33])=[O:41]. (3) Given the reactants [Cl:1][C:2]1[CH:7]=[CH:6][C:5]([O:8][C:9](=[O:26])[N:10]([CH2:12][C@H:13]2[CH2:18][CH2:17][C@H:16]([CH2:19][O:20][CH2:21][CH2:22][CH2:23][CH2:24]Br)[CH2:15][CH2:14]2)[CH3:11])=[CH:4][CH:3]=1.[CH3:27][NH:28][CH3:29], predict the reaction product. The product is: [Cl:1][C:2]1[CH:7]=[CH:6][C:5]([O:8][C:9](=[O:26])[N:10]([CH2:12][C@H:13]2[CH2:18][CH2:17][C@H:16]([CH2:19][O:20][CH2:21][CH2:22][CH2:23][CH2:24][N:28]([CH3:29])[CH3:27])[CH2:15][CH2:14]2)[CH3:11])=[CH:4][CH:3]=1. (4) Given the reactants [CH3:1][C:2]1[CH:3]=[CH:4][CH:5]=[C:6]2[C:10]=1[NH:9][CH:8]=[CH:7]2.Cl.Cl[CH2:13][CH2:14][N:15]1[CH2:19][CH2:18][CH2:17][CH2:16]1, predict the reaction product. The product is: [CH3:1][C:2]1[CH:3]=[CH:4][CH:5]=[C:6]2[C:10]=1[N:9]([CH2:13][CH2:14][N:15]1[CH2:19][CH2:18][CH2:17][CH2:16]1)[CH:8]=[CH:7]2. (5) Given the reactants [C:1]([O:5][C:6]([NH:8][C@H:9]([C:12]([OH:14])=[O:13])[CH2:10][OH:11])=[O:7])([CH3:4])([CH3:3])[CH3:2].[H-].[Na+].Cl[C:18]1[C:23]([N+:24]([O-:26])=[O:25])=[CH:22][CH:21]=[CH:20][N:19]=1.O, predict the reaction product. The product is: [C:1]([O:5][C:6]([NH:8][C@H:9]([C:12]([OH:14])=[O:13])[CH2:10][O:11][C:18]1[C:23]([N+:24]([O-:26])=[O:25])=[CH:22][CH:21]=[CH:20][N:19]=1)=[O:7])([CH3:4])([CH3:2])[CH3:3]. (6) The product is: [F:37][C:38]([F:50])([F:49])[C:3]1[CH:4]=[C:5]([S:8]([O:11][CH2:12][C@H:13]([C:14]2[CH:35]=[CH:34][C:33]([F:36])=[CH:32][CH:31]=2)[NH:15][S:16]([C:19]2[CH:20]=[CH:21][CH:22]=[C:23]([C:38]([F:50])([F:49])[F:37])[CH:24]=2)(=[O:17])=[O:18])(=[O:10])=[O:9])[CH:6]=[CH:7][CH:2]=1. Given the reactants C[C:2]1[CH:7]=[CH:6][C:5]([S:8]([O:11][CH2:12][C@@H:13]([NH:15][S:16]([C:19]2[CH:24]=[CH:23][C:22](C)=[CH:21][CH:20]=2)(=[O:18])=[O:17])[CH3:14])(=[O:10])=[O:9])=[CH:4][CH:3]=1.N[C@@H](C1[CH:35]=[CH:34][C:33]([F:36])=[CH:32][CH:31]=1)CO.[F:37][C:38]([F:50])([F:49])C1C=C(S(Cl)(=O)=O)C=CC=1, predict the reaction product. (7) Given the reactants [C:1]([O:5][C:6](=[O:28])[NH:7][C@H:8]1[CH2:12][CH2:11][N:10]([C:13]2[CH:18]=[CH:17][C:16]([O:19]CC3C=CC=CC=3)=[CH:15][CH:14]=2)[C:9]1=[O:27])([CH3:4])([CH3:3])[CH3:2], predict the reaction product. The product is: [C:1]([O:5][C:6](=[O:28])[NH:7][C@H:8]1[CH2:12][CH2:11][N:10]([C:13]2[CH:14]=[CH:15][C:16]([OH:19])=[CH:17][CH:18]=2)[C:9]1=[O:27])([CH3:4])([CH3:2])[CH3:3].